This data is from NCI-60 drug combinations with 297,098 pairs across 59 cell lines. The task is: Regression. Given two drug SMILES strings and cell line genomic features, predict the synergy score measuring deviation from expected non-interaction effect. (1) Drug 1: C1CCN(CC1)CCOC2=CC=C(C=C2)C(=O)C3=C(SC4=C3C=CC(=C4)O)C5=CC=C(C=C5)O. Drug 2: CCN(CC)CCNC(=O)C1=C(NC(=C1C)C=C2C3=C(C=CC(=C3)F)NC2=O)C. Cell line: SK-OV-3. Synergy scores: CSS=3.96, Synergy_ZIP=-0.498, Synergy_Bliss=2.57, Synergy_Loewe=0.328, Synergy_HSA=2.12. (2) Drug 1: CCC1=CC2CC(C3=C(CN(C2)C1)C4=CC=CC=C4N3)(C5=C(C=C6C(=C5)C78CCN9C7C(C=CC9)(C(C(C8N6C)(C(=O)OC)O)OC(=O)C)CC)OC)C(=O)OC.C(C(C(=O)O)O)(C(=O)O)O. Drug 2: CCCCCOC(=O)NC1=NC(=O)N(C=C1F)C2C(C(C(O2)C)O)O. Cell line: PC-3. Synergy scores: CSS=37.7, Synergy_ZIP=0.825, Synergy_Bliss=1.77, Synergy_Loewe=-41.7, Synergy_HSA=2.07. (3) Drug 1: C1=CC(=CC=C1CCC2=CNC3=C2C(=O)NC(=N3)N)C(=O)NC(CCC(=O)O)C(=O)O. Drug 2: COC1=NC(=NC2=C1N=CN2C3C(C(C(O3)CO)O)O)N. Cell line: CCRF-CEM. Synergy scores: CSS=74.6, Synergy_ZIP=-1.03, Synergy_Bliss=-1.74, Synergy_Loewe=-0.607, Synergy_HSA=1.89. (4) Drug 1: CC1=C(C=C(C=C1)C(=O)NC2=CC(=CC(=C2)C(F)(F)F)N3C=C(N=C3)C)NC4=NC=CC(=N4)C5=CN=CC=C5. Drug 2: CC1=C2C(C(=O)C3(C(CC4C(C3C(C(C2(C)C)(CC1OC(=O)C(C(C5=CC=CC=C5)NC(=O)C6=CC=CC=C6)O)O)OC(=O)C7=CC=CC=C7)(CO4)OC(=O)C)O)C)OC(=O)C. Cell line: UACC-257. Synergy scores: CSS=11.5, Synergy_ZIP=-3.17, Synergy_Bliss=4.88, Synergy_Loewe=-15.2, Synergy_HSA=0.159. (5) Drug 1: CN1CCC(CC1)COC2=C(C=C3C(=C2)N=CN=C3NC4=C(C=C(C=C4)Br)F)OC. Drug 2: CC12CCC3C(C1CCC2=O)CC(=C)C4=CC(=O)C=CC34C. Cell line: COLO 205. Synergy scores: CSS=42.9, Synergy_ZIP=2.46, Synergy_Bliss=5.39, Synergy_Loewe=-0.0327, Synergy_HSA=-0.0638.